From a dataset of Catalyst prediction with 721,799 reactions and 888 catalyst types from USPTO. Predict which catalyst facilitates the given reaction. (1) Reactant: O=[C:2]1[C:11]2[C:6](=[CH:7][CH:8]=[CH:9][CH:10]=2)[O:5][C@@H:4]([C:12]2[CH:21]=[CH:20][C:15]([C:16]([O:18][CH3:19])=[O:17])=[CH:14][CH:13]=2)[CH2:3]1.C([O-])(=O)C.[Na+].[CH3:27][O:28][NH2:29].Cl. Product: [CH3:27][O:28][N:29]=[C:2]1[C:11]2[C:6](=[CH:7][CH:8]=[CH:9][CH:10]=2)[O:5][C@@H:4]([C:12]2[CH:21]=[CH:20][C:15]([C:16]([O:18][CH3:19])=[O:17])=[CH:14][CH:13]=2)[CH2:3]1. The catalyst class is: 5. (2) Reactant: C(O)(C(F)(F)F)=O.[NH:8]1[C:12]2[CH:13]=[CH:14][CH:15]=[CH:16][C:11]=2[N:10]=[C:9]1[C:17]1[C:25]2[C:20](=[CH:21][CH:22]=[C:23]([NH:26][C:27]([NH:29][CH:30]3[CH2:34][CH2:33][CH2:32][CH2:31]3)=[O:28])[CH:24]=2)[N:19](C2CCCCO2)[N:18]=1. Product: [NH:10]1[C:11]2[CH:16]=[CH:15][CH:14]=[CH:13][C:12]=2[N:8]=[C:9]1[C:17]1[C:25]2[C:20](=[CH:21][CH:22]=[C:23]([NH:26][C:27]([NH:29][CH:30]3[CH2:31][CH2:32][CH2:33][CH2:34]3)=[O:28])[CH:24]=2)[NH:19][N:18]=1. The catalyst class is: 2. (3) Reactant: O=[CH:2][CH2:3][C:4]1[CH:5]=[C:6]2[C:10](=[CH:11][CH:12]=1)[NH:9][C:8]([C:13]1[C:14](=[O:23])[NH:15][C:16]3[C:21]([CH:22]=1)=[CH:20][CH:19]=[CH:18][CH:17]=3)=[CH:7]2.[CH3:24][S:25]([N:28]1[CH2:33][CH2:32][NH:31][CH2:30][CH2:29]1)(=[O:27])=[O:26].C(O)(=O)C.C(O[BH-](OC(=O)C)OC(=O)C)(=O)C.[Na+]. Product: [CH3:24][S:25]([N:28]1[CH2:33][CH2:32][N:31]([CH2:2][CH2:3][C:4]2[CH:5]=[C:6]3[C:10](=[CH:11][CH:12]=2)[NH:9][C:8]([C:13]2[C:14](=[O:23])[NH:15][C:16]4[C:21]([CH:22]=2)=[CH:20][CH:19]=[CH:18][CH:17]=4)=[CH:7]3)[CH2:30][CH2:29]1)(=[O:27])=[O:26]. The catalyst class is: 26. (4) Reactant: [C:1]1([C:29]2[CH:34]=[CH:33][CH:32]=[CH:31][CH:30]=2)[CH:6]=[CH:5][C:4]([NH:7][C:8]([C:10]2[CH:18]=[CH:17][C:13]([C:14]([OH:16])=O)=[C:12]([NH:19][C:20](=[O:28])[CH2:21][N:22]3[CH2:27][CH2:26][O:25][CH2:24][CH2:23]3)[CH:11]=2)=[O:9])=[CH:3][CH:2]=1.[CH3:35][O:36][CH2:37][CH2:38][CH2:39][NH2:40].F[P-](F)(F)(F)(F)F.N1(O[P+](N2CCCC2)(N2CCCC2)N2CCCC2)C2C=CC=CC=2N=N1.C(N(C(C)C)CC)(C)C. Product: [C:1]1([C:29]2[CH:34]=[CH:33][CH:32]=[CH:31][CH:30]=2)[CH:2]=[CH:3][C:4]([NH:7][C:8](=[O:9])[C:10]2[CH:18]=[CH:17][C:13]([C:14]([NH:40][CH2:39][CH2:38][CH2:37][O:36][CH3:35])=[O:16])=[C:12]([NH:19][C:20](=[O:28])[CH2:21][N:22]3[CH2:27][CH2:26][O:25][CH2:24][CH2:23]3)[CH:11]=2)=[CH:5][CH:6]=1. The catalyst class is: 3. (5) Reactant: CN(C)C=O.C(=O)([O-])[O-].[K+].[K+].I[C:13]1[C:18]([O:19][C:20]2[C:29]3[C:24](=[CH:25][C:26]([O:32][CH3:33])=[C:27]([O:30][CH3:31])[CH:28]=3)[N:23]=[CH:22][CH:21]=2)=[CH:17][CH:16]=[C:15]([CH3:34])[N:14]=1.[OH:35][C:36]1[CH:41]=[CH:40][C:39](B(O)O)=[CH:38][CH:37]=1. Product: [CH3:31][O:30][C:27]1[CH:28]=[C:29]2[C:24](=[CH:25][C:26]=1[O:32][CH3:33])[N:23]=[CH:22][CH:21]=[C:20]2[O:19][C:18]1[C:13]([C:39]2[CH:40]=[CH:41][C:36]([OH:35])=[CH:37][CH:38]=2)=[N:14][C:15]([CH3:34])=[CH:16][CH:17]=1. The catalyst class is: 6. (6) Product: [CH:1]1([CH2:4][O:5][C:6]2[CH:14]=[CH:13][C:9]([C:10]([NH:38][CH2:37][CH2:36][C:33]3[CH:32]=[CH:31][C:30]([CH:28]([N:22]4[CH2:27][CH2:26][CH2:25][CH2:24][CH2:23]4)[CH3:29])=[CH:35][CH:34]=3)=[O:12])=[C:8]([F:15])[CH:7]=2)[CH2:2][CH2:3]1. The catalyst class is: 782. Reactant: [CH:1]1([CH2:4][O:5][C:6]2[CH:14]=[CH:13][C:9]([C:10]([OH:12])=O)=[C:8]([F:15])[CH:7]=2)[CH2:3][CH2:2]1.C(Cl)(=O)C(Cl)=O.[N:22]1([CH:28]([C:30]2[CH:35]=[CH:34][C:33]([CH2:36][CH2:37][NH2:38])=[CH:32][CH:31]=2)[CH3:29])[CH2:27][CH2:26][CH2:25][CH2:24][CH2:23]1.C(N(CC)CC)C. (7) The catalyst class is: 31. Reactant: [NH:1]1[C:9]2[C:4](=[CH:5][CH:6]=[CH:7][CH:8]=2)[CH:3]=[CH:2]1.[H-].[Na+].Br[CH2:13][C:14]1[CH:23]=[CH:22][C:17]([C:18]([O:20][CH3:21])=[O:19])=[CH:16][CH:15]=1. Product: [N:1]1([CH2:13][C:14]2[CH:23]=[CH:22][C:17]([C:18]([O:20][CH3:21])=[O:19])=[CH:16][CH:15]=2)[C:9]2[C:4](=[CH:5][CH:6]=[CH:7][CH:8]=2)[CH:3]=[CH:2]1.